This data is from NCI-60 drug combinations with 297,098 pairs across 59 cell lines. The task is: Regression. Given two drug SMILES strings and cell line genomic features, predict the synergy score measuring deviation from expected non-interaction effect. (1) Drug 1: CC1C(C(=O)NC(C(=O)N2CCCC2C(=O)N(CC(=O)N(C(C(=O)O1)C(C)C)C)C)C(C)C)NC(=O)C3=C4C(=C(C=C3)C)OC5=C(C(=O)C(=C(C5=N4)C(=O)NC6C(OC(=O)C(N(C(=O)CN(C(=O)C7CCCN7C(=O)C(NC6=O)C(C)C)C)C)C(C)C)C)N)C. Drug 2: CC1=C(N=C(N=C1N)C(CC(=O)N)NCC(C(=O)N)N)C(=O)NC(C(C2=CN=CN2)OC3C(C(C(C(O3)CO)O)O)OC4C(C(C(C(O4)CO)O)OC(=O)N)O)C(=O)NC(C)C(C(C)C(=O)NC(C(C)O)C(=O)NCCC5=NC(=CS5)C6=NC(=CS6)C(=O)NCCC[S+](C)C)O. Synergy scores: CSS=49.4, Synergy_ZIP=2.55, Synergy_Bliss=-0.443, Synergy_Loewe=-3.71, Synergy_HSA=-4.11. Cell line: RPMI-8226. (2) Drug 1: C1=CN(C=N1)CC(O)(P(=O)(O)O)P(=O)(O)O. Drug 2: CC(C)NC(=O)C1=CC=C(C=C1)CNNC.Cl. Cell line: DU-145. Synergy scores: CSS=-2.55, Synergy_ZIP=3.01, Synergy_Bliss=1.52, Synergy_Loewe=0.122, Synergy_HSA=-3.55. (3) Drug 1: CCC1=C2CN3C(=CC4=C(C3=O)COC(=O)C4(CC)O)C2=NC5=C1C=C(C=C5)O. Drug 2: C1C(C(OC1N2C=NC3=C2NC=NCC3O)CO)O. Cell line: BT-549. Synergy scores: CSS=35.8, Synergy_ZIP=-4.78, Synergy_Bliss=3.57, Synergy_Loewe=-59.5, Synergy_HSA=1.72.